From a dataset of Forward reaction prediction with 1.9M reactions from USPTO patents (1976-2016). Predict the product of the given reaction. The product is: [C:1]([O:9][CH2:10][C@@H:13]1[CH2:14][C@H:15]([OH:19])[CH:16]([O:17][CH3:18])[O:22]1)(=[O:8])[C:2]1[CH:3]=[CH:4][CH:5]=[CH:6][CH:7]=1. Given the reactants [C:1]([O:9][CH:10]([C@H:13]1[O:22][C@@H:16]2[O:17][C:18](C)(C)[O:19][C@@H:15]2[CH2:14]1)CC)(=[O:8])[C:2]1[CH:7]=[CH:6][CH:5]=[CH:4][CH:3]=1.OS(O)(=O)=O.C([O-])(O)=O.[Na+], predict the reaction product.